From a dataset of Full USPTO retrosynthesis dataset with 1.9M reactions from patents (1976-2016). Predict the reactants needed to synthesize the given product. The reactants are: [N+:1]([C:4]1[CH:5]=[C:6]([CH:10]=[C:11]([N+:13]([O-:15])=[O:14])[CH:12]=1)[C:7](Cl)=[O:8])([O-:3])=[O:2].C(N(CC)CC)C.[CH2:23]([OH:26])[CH2:24][OH:25].[Br:27][C:28]([CH3:33])([CH3:32])[C:29](Br)=[O:30]. Given the product [Br:27][C:28]([CH3:33])([CH3:32])[C:29]([O:25][CH2:24][CH2:23][O:26][C:7](=[O:8])[C:6]1[CH:5]=[C:4]([N+:1]([O-:3])=[O:2])[CH:12]=[C:11]([N+:13]([O-:15])=[O:14])[CH:10]=1)=[O:30], predict the reactants needed to synthesize it.